Task: Predict the product of the given reaction.. Dataset: Forward reaction prediction with 1.9M reactions from USPTO patents (1976-2016) (1) Given the reactants [Cl:1][C:2]1[CH:10]=[C:9]2[C:5]([CH:6]=[C:7]([CH:11]=O)[NH:8]2)=[CH:4][CH:3]=1.[CH:13]1([CH2:16][NH2:17])[CH2:15][CH2:14]1.[O-]S([O-])(=O)=O.[Mg+2].C(N(CC)CC)C.[Cl:31][C:32]1[CH:37]=[CH:36][C:35]([CH2:38][C:39](Cl)=[O:40])=[CH:34][CH:33]=1, predict the reaction product. The product is: [Cl:1][C:2]1[CH:10]=[C:9]2[C:5]([CH:6]=[C:7]([CH:11]3[N:17]([CH2:16][CH:13]4[CH2:15][CH2:14]4)[C:39](=[O:40])[CH:38]3[C:35]3[CH:36]=[CH:37][C:32]([Cl:31])=[CH:33][CH:34]=3)[NH:8]2)=[CH:4][CH:3]=1. (2) Given the reactants I[C:2]1[CH:7]=[CH:6][C:5]([C:8]([F:11])([F:10])[F:9])=[CH:4][CH:3]=1.C([Li])(C)(C)C.[Si:17]([O:24][C@H:25]1[CH2:34][C:33]([CH3:36])([CH3:35])[CH2:32][C:31]2[N:30]=[C:29]([CH:37]([CH3:39])[CH3:38])[C:28]3[C:40](=[O:48])[O:41][C:42]4([CH2:47][CH2:46][O:45][CH2:44][CH2:43]4)[C:27]=3[C:26]1=2)([C:20]([CH3:23])([CH3:22])[CH3:21])([CH3:19])[CH3:18], predict the reaction product. The product is: [Si:17]([O:24][C@H:25]1[CH2:34][C:33]([CH3:35])([CH3:36])[CH2:32][C:31]2[N:30]=[C:29]([CH:37]([CH3:38])[CH3:39])[C:28]3[C:40]([C:2]4[CH:7]=[CH:6][C:5]([C:8]([F:11])([F:10])[F:9])=[CH:4][CH:3]=4)([OH:48])[O:41][C:42]4([CH2:43][CH2:44][O:45][CH2:46][CH2:47]4)[C:27]=3[C:26]1=2)([C:20]([CH3:22])([CH3:23])[CH3:21])([CH3:18])[CH3:19]. (3) Given the reactants C[O:2][C:3]1[C:8]([CH3:9])=[C:7]([CH3:10])[CH:6]=[C:5]([CH3:11])[C:4]=1OC.[CH:14]1C=CC2C(=O)C=CC(=O)[C:18]=2[CH:19]=1.[ClH:26].C=[O:28], predict the reaction product. The product is: [Cl:26][CH2:9][C:8]1[C:3](=[O:2])[C:4]2[C:5]([C:6](=[O:28])[C:7]=1[CH3:10])=[CH:11][CH:18]=[CH:19][CH:14]=2. (4) Given the reactants Br[C:2]1[C:9]([O:10][CH3:11])=[C:8]([O:12][CH3:13])[C:7]([O:14][CH3:15])=[CH:6][C:3]=1[CH:4]=[O:5].Cl[C:17]1[CH:24]=[CH:23][C:22]([N+:25]([O-:27])=[O:26])=[CH:21][C:18]=1[CH:19]=[O:20].C(OCC)(=O)C, predict the reaction product. The product is: [CH3:15][O:14][C:7]1[CH:6]=[C:3]([CH:4]=[O:5])[C:2]([C:17]2[C:18]([CH:19]=[O:20])=[CH:21][C:22]([N+:25]([O-:27])=[O:26])=[CH:23][CH:24]=2)=[C:9]([O:10][CH3:11])[C:8]=1[O:12][CH3:13]. (5) Given the reactants [CH:1]1([C@@:6]([OH:16])([C:10]2[CH:15]=[CH:14][CH:13]=[CH:12][CH:11]=2)[C:7]([OH:9])=[O:8])[CH2:5][CH2:4][CH2:3][CH2:2]1.[CH3:17][N:18]1[CH2:22][CH2:21][C@@H:20](O)[CH2:19]1.O, predict the reaction product. The product is: [CH3:17][N:18]1[CH2:22][CH2:21][C@@H:20]([O:8][C:7](=[O:9])[C@:6]([CH:1]2[CH2:5][CH2:4][CH2:3][CH2:2]2)([OH:16])[C:10]2[CH:11]=[CH:12][CH:13]=[CH:14][CH:15]=2)[CH2:19]1. (6) Given the reactants [F:1][C:2]1[CH:7]=[C:6]([NH2:8])[CH:5]=[CH:4][C:3]=1[NH:9][C:10]1[CH:15]=[CH:14][N:13]=[C:12]2[NH:16][CH:17]=[C:18]([CH3:19])[C:11]=12.Cl[C:21]1[CH:26]=[C:25]([C:27]([F:30])([F:29])[F:28])[N:24]=[C:23]([NH2:31])[N:22]=1.Cl.[OH-].[Na+], predict the reaction product. The product is: [F:1][C:2]1[CH:7]=[C:6]([NH:8][C:21]2[CH:26]=[C:25]([C:27]([F:30])([F:28])[F:29])[N:24]=[C:23]([NH2:31])[N:22]=2)[CH:5]=[CH:4][C:3]=1[NH:9][C:10]1[CH:15]=[CH:14][N:13]=[C:12]2[NH:16][CH:17]=[C:18]([CH3:19])[C:11]=12.